The task is: Predict which catalyst facilitates the given reaction.. This data is from Catalyst prediction with 721,799 reactions and 888 catalyst types from USPTO. Reactant: [CH3:1][O:2][C:3]1[CH:22]=[CH:21][C:6]([CH2:7][N:8]2[C:12]3[N:13]=[CH:14][C:15]4[CH2:16][NH:17][CH2:18][CH2:19][C:20]=4[C:11]=3[CH:10]=[N:9]2)=[CH:5][CH:4]=1.CCN(CC)CC.[C:30]1([S:36](Cl)(=[O:38])=[O:37])[CH:35]=[CH:34][CH:33]=[CH:32][CH:31]=1. Product: [CH3:1][O:2][C:3]1[CH:4]=[CH:5][C:6]([CH2:7][N:8]2[C:12]3[N:13]=[CH:14][C:15]4[CH2:16][N:17]([S:36]([C:30]5[CH:35]=[CH:34][CH:33]=[CH:32][CH:31]=5)(=[O:38])=[O:37])[CH2:18][CH2:19][C:20]=4[C:11]=3[CH:10]=[N:9]2)=[CH:21][CH:22]=1. The catalyst class is: 4.